This data is from Full USPTO retrosynthesis dataset with 1.9M reactions from patents (1976-2016). The task is: Predict the reactants needed to synthesize the given product. (1) The reactants are: [Cl-].[NH4+].CO.[Cl:5][C:6]1[CH:11]=[C:10]([N+:12]([O-])=O)[CH:9]=[C:8]([Cl:15])[C:7]=1[S:16][C:17]1[CH:24]=[CH:23][C:20]([C:21]#[N:22])=[CH:19][CH:18]=1. Given the product [NH2:12][C:10]1[CH:9]=[C:8]([Cl:15])[C:7]([S:16][C:17]2[CH:24]=[CH:23][C:20]([C:21]#[N:22])=[CH:19][CH:18]=2)=[C:6]([Cl:5])[CH:11]=1, predict the reactants needed to synthesize it. (2) Given the product [N+:17]([C:16]1[NH:15][CH:14]=[N:13][C:12]=1/[CH:11]=[CH:7]/[C:6]1[CH:9]=[CH:10][C:3]([C:1]#[N:2])=[CH:4][CH:5]=1)([O-:19])=[O:18], predict the reactants needed to synthesize it. The reactants are: [C:1]([C:3]1[CH:10]=[CH:9][C:6]([CH:7]=O)=[CH:5][CH:4]=1)#[N:2].[CH3:11][C:12]1[N:13]=[CH:14][NH:15][C:16]=1[N+:17]([O-:19])=[O:18].N1CCCCC1.CN(C=O)C. (3) The reactants are: [CH3:1][C:2]1[CH:11]=[CH:10][C:9]2[C:4](=[CH:5][CH:6]=[CH:7][C:8]=2[N:12]2[CH2:17][CH2:16][N:15]([CH2:18][CH2:19][C:20]3[CH:21]=[C:22]([CH:24]=[CH:25][CH:26]=3)[NH2:23])[CH2:14][CH2:13]2)[N:3]=1.[S:27]1[CH:31]=[C:30]([C:32](O)=[O:33])[N:29]=[N:28]1. Given the product [CH3:1][C:2]1[CH:11]=[CH:10][C:9]2[C:4](=[CH:5][CH:6]=[CH:7][C:8]=2[N:12]2[CH2:13][CH2:14][N:15]([CH2:18][CH2:19][C:20]3[CH:21]=[C:22]([NH:23][C:32]([C:30]4[N:29]=[N:28][S:27][CH:31]=4)=[O:33])[CH:24]=[CH:25][CH:26]=3)[CH2:16][CH2:17]2)[N:3]=1, predict the reactants needed to synthesize it. (4) Given the product [CH3:43][N:44]1[CH2:45][CH2:46][O:47][C:48]2[CH:53]=[C:52]([S:54]([N:28]([CH2:13][C:8]3[C:9](=[O:12])[NH:10][C:11]4[C:6]([CH:7]=3)=[CH:5][CH:4]=[CH:3][C:2]=4[CH3:1])[C:25]3[CH:26]=[CH:27][C:22]([N:19]4[CH2:18][CH2:17][N:16]([CH3:15])[CH2:21][CH2:20]4)=[CH:23][CH:24]=3)(=[O:56])=[O:55])[CH:51]=[CH:50][C:49]1=2, predict the reactants needed to synthesize it. The reactants are: [CH3:1][C:2]1[CH:3]=[CH:4][CH:5]=[C:6]2[C:11]=1[NH:10][C:9](=[O:12])[C:8]([CH:13]=O)=[CH:7]2.[CH3:15][N:16]1[CH2:21][CH2:20][N:19]([C:22]2[CH:27]=[CH:26][C:25]([NH2:28])=[CH:24][CH:23]=2)[CH2:18][CH2:17]1.C(O[BH-](OC(=O)C)OC(=O)C)(=O)C.[Na+].[CH3:43][N:44]1[C:49]2[CH:50]=[CH:51][C:52]([S:54](Cl)(=[O:56])=[O:55])=[CH:53][C:48]=2[O:47][CH2:46][CH2:45]1.CCN(C(C)C)C(C)C. (5) Given the product [CH3:16][CH:11]1[CH2:10][C:8]2[C:7](=[CH:6][C:5]3[O:1][CH2:2][O:3][C:4]=3[CH:9]=2)[C:13](=[O:15])[CH2:12]1, predict the reactants needed to synthesize it. The reactants are: [O:1]1[C:5]2[CH:6]=[CH:7][C:8]([CH2:10][CH:11]([CH3:16])[CH2:12][C:13]([OH:15])=O)=[CH:9][C:4]=2[O:3][CH2:2]1.C([O-])([O-])=O.[K+].[K+].O=P(Cl)(Cl)Cl.[OH-].[Na+]. (6) Given the product [C:17]1([C:7]([C:1]2[CH:2]=[CH:3][CH:4]=[CH:5][CH:6]=2)=[N:8][N:9]([CH2:27][CH2:26][C:25]2[CH:29]=[CH:30][CH:31]=[CH:32][C:24]=2[CH3:23])[C:10]2[CH:11]=[CH:12][C:13]([CH3:16])=[CH:14][CH:15]=2)[CH:22]=[CH:21][CH:20]=[CH:19][CH:18]=1, predict the reactants needed to synthesize it. The reactants are: [C:1]1([C:7]([C:17]2[CH:22]=[CH:21][CH:20]=[CH:19][CH:18]=2)=[N:8][NH:9][C:10]2[CH:15]=[CH:14][C:13]([CH3:16])=[CH:12][CH:11]=2)[CH:6]=[CH:5][CH:4]=[CH:3][CH:2]=1.[CH3:23][C:24]1[CH:32]=[CH:31][CH:30]=[CH:29][C:25]=1[CH2:26][CH2:27]Br. (7) Given the product [CH:36]([N:14]1[CH2:15][CH2:16][C:11]2([CH2:10][C:9](=[O:28])[C:8]3[C:25](=[CH:26][CH:27]=[C:6](/[CH:5]=[CH:4]/[C:3]([OH:2])=[O:29])[CH:7]=3)[O:24]2)[CH2:12][CH2:13]1)([CH3:38])[CH3:37], predict the reactants needed to synthesize it. The reactants are: C[O:2][C:3](=[O:29])/[CH:4]=[CH:5]/[C:6]1[CH:7]=[C:8]2[C:25](=[CH:26][CH:27]=1)[O:24][C:11]1([CH2:16][CH2:15][N:14](C(OC(C)(C)C)=O)[CH2:13][CH2:12]1)[CH2:10][C:9]2=[O:28].C([O-])([O-])=O.[K+].[K+].[CH:36](I)([CH3:38])[CH3:37]. (8) Given the product [C:10]([O:14][C:15]([N:17]1[CH2:23][CH2:22][CH2:21][N:20]([C:4]2[CH:24]=[CH:8][CH:7]=[CH:6][C:3]=2[C:2]#[N:9])[CH2:19][CH2:18]1)=[O:16])([CH3:13])([CH3:11])[CH3:12], predict the reactants needed to synthesize it. The reactants are: Cl[C:2]1[N:9]=[CH:8][CH:7]=[CH:6][C:3]=1[C:4]#N.[C:10]([O:14][C:15]([N:17]1[CH2:23][CH2:22][CH2:21][NH:20][CH2:19][CH2:18]1)=[O:16])([CH3:13])([CH3:12])[CH3:11].[C:24](=O)([O-])O.[K+].